This data is from Forward reaction prediction with 1.9M reactions from USPTO patents (1976-2016). The task is: Predict the product of the given reaction. (1) Given the reactants [C:1]1([N:7]2[CH:11]=[CH:10][C:9]([C:12]([O:14]CC)=[O:13])=[CH:8]2)[CH:6]=[CH:5][CH:4]=[CH:3][CH:2]=1.[OH-].[Na+].Cl, predict the reaction product. The product is: [C:1]1([N:7]2[CH:11]=[CH:10][C:9]([C:12]([OH:14])=[O:13])=[CH:8]2)[CH:2]=[CH:3][CH:4]=[CH:5][CH:6]=1. (2) Given the reactants Cl[C:2]1[N:3]=[C:4]([N:18]2[CH2:23][CH2:22][O:21][CH2:20][CH2:19]2)[C:5]2[S:10][C:9]([C:11]3[CH:12]=[C:13]([NH2:17])[CH:14]=[CH:15][CH:16]=3)=[CH:8][C:6]=2[N:7]=1.[NH2:24][C:25]1[N:30]=[CH:29][C:28](B2OC(C)(C)C(C)(C)O2)=[CH:27][N:26]=1, predict the reaction product. The product is: [NH2:17][C:13]1[CH:12]=[C:11]([C:9]2[S:10][C:5]3[C:4]([N:18]4[CH2:23][CH2:22][O:21][CH2:20][CH2:19]4)=[N:3][C:2]([C:28]4[CH:27]=[N:26][C:25]([NH2:24])=[N:30][CH:29]=4)=[N:7][C:6]=3[CH:8]=2)[CH:16]=[CH:15][CH:14]=1. (3) Given the reactants C([O:8][C:9]1[CH:14]=[C:13]([O:15][CH2:16][O:17][CH3:18])[CH:12]=[CH:11][C:10]=1/[CH:19]=[CH:20]/[C:21]([O:23][CH2:24][CH3:25])=[O:22])C1C=CC=CC=1, predict the reaction product. The product is: [OH:8][C:9]1[CH:14]=[C:13]([O:15][CH2:16][O:17][CH3:18])[CH:12]=[CH:11][C:10]=1[CH2:19][CH2:20][C:21]([O:23][CH2:24][CH3:25])=[O:22]. (4) Given the reactants [CH2:1]([O:3][C:4]1[CH:9]=[CH:8][C:7]([S:10](Cl)(=[O:12])=[O:11])=[CH:6][C:5]=1[C:14]1[NH:19][C:18](=[O:20])[C:17]2=[C:21]([CH3:29])[N:22]=[C:23]([CH:24]([CH2:27][CH3:28])[CH2:25][CH3:26])[N:16]2[N:15]=1)[CH3:2].[OH:30][CH2:31][CH:32]1[CH2:37][CH2:36][NH:35][CH2:34][CH2:33]1.C(OC1C=CC(S(N2CCC(O)CC2C)(=O)=O)=CC=1C1NC(=O)C2=C(C)N=C(C(CC)CC)N2N=1)C, predict the reaction product. The product is: [CH2:1]([O:3][C:4]1[CH:9]=[CH:8][C:7]([S:10]([N:35]2[CH2:36][CH2:37][CH:32]([CH2:31][OH:30])[CH2:33][CH2:34]2)(=[O:12])=[O:11])=[CH:6][C:5]=1[C:14]1[NH:19][C:18](=[O:20])[C:17]2=[C:21]([CH3:29])[N:22]=[C:23]([CH:24]([CH2:27][CH3:28])[CH2:25][CH3:26])[N:16]2[N:15]=1)[CH3:2].